This data is from Catalyst prediction with 721,799 reactions and 888 catalyst types from USPTO. The task is: Predict which catalyst facilitates the given reaction. (1) Reactant: [CH3:1][CH:2]([CH3:23])[CH2:3][C:4]1[CH:9]=[CH:8][C:7]([C:10]2[O:14][N:13]=[C:12]([C:15]3[CH:20]=[CH:19][C:18]([CH2:21][OH:22])=[CH:17][CH:16]=3)[N:11]=2)=[CH:6][CH:5]=1.[CH3:24][Mg]I. Product: [CH3:1][CH:2]([CH3:23])[CH2:3][C:4]1[CH:9]=[CH:8][C:7]([C:10]2[O:14][N:13]=[C:12]([C:15]3[CH:16]=[CH:17][C:18]([CH:21]([OH:22])[CH3:24])=[CH:19][CH:20]=3)[N:11]=2)=[CH:6][CH:5]=1. The catalyst class is: 1. (2) The catalyst class is: 405. Product: [NH2:1][C:2]1[N:7]=[CH:6][N:5]=[C:4]2[N:8]([CH:12]([C:14]3[C:15]([O:27][CH3:28])=[C:16]([CH:23]4[CH2:24][N:25]([C:37]([NH:36][C:39]([CH3:42])([CH3:41])[CH3:40])=[O:38])[CH2:26]4)[C:17]([C:18]#[N:19])=[C:20]([Cl:22])[CH:21]=3)[CH3:13])[N:9]=[C:10]([CH3:11])[C:3]=12. Reactant: [NH2:1][C:2]1[N:7]=[CH:6][N:5]=[C:4]2[N:8]([CH:12]([C:14]3[CH:21]=[C:20]([Cl:22])[C:17]([C:18]#[N:19])=[C:16]([CH:23]4[CH2:26][NH:25][CH2:24]4)[C:15]=3[O:27][CH3:28])[CH3:13])[N:9]=[C:10]([CH3:11])[C:3]=12.C(N(CC)CC)C.[N:36]([C:39]([CH3:42])([CH3:41])[CH3:40])=[C:37]=[O:38]. (3) Reactant: [C@@H:1]1([O:12][C:13]2[C:17]([CH2:18][C:19]3[CH:24]=[CH:23][C:22]([S:25]C)=CC=3)=[C:16]([CH3:27])[NH:15][N:14]=2)[O:9][C@H:8]([CH2:10][OH:11])[C@@H:6]([OH:7])[C@H:4]([OH:5])[C@H:2]1O.[C:28](=O)([O-])[O-].[Cs+].[Cs+].Br[CH2:35][CH2:36][CH2:37][OH:38].[OH2:39]. Product: [C@@H:1]1([O:12][C:13]2[C:17]([CH2:18][C:19]3[S:25][CH:22]=[C:23]([CH3:28])[CH:24]=3)=[C:16]([CH3:27])[N:15]([CH2:35][CH2:36][CH2:37][OH:38])[N:14]=2)[O:9][C@H:8]([CH2:10][OH:11])[C@@H:6]([OH:7])[C@H:4]([OH:5])[C@H:2]1[OH:39]. The catalyst class is: 9.